From a dataset of Full USPTO retrosynthesis dataset with 1.9M reactions from patents (1976-2016). Predict the reactants needed to synthesize the given product. (1) Given the product [O:8]1[CH:9]=[CH:10][CH:11]=[C:7]1[C:5]1[N:6]=[C:2]([NH:1][C:20]([C:21]2[CH:22]=[CH:23][N:24]=[C:25]([CH2:62][N:64]3[CH2:67][CH2:68][CH:72]([OH:73])[CH2:66][CH2:65]3)[CH:26]=2)=[O:28])[S:3][C:4]=1[C:12]1[CH:17]=[CH:48][N:53]=[CH:14][CH:13]=1, predict the reactants needed to synthesize it. The reactants are: [NH2:1][C:2]1[S:3][C:4]([C:12]2[CH:13]=[CH:14]C(=O)N(C)[CH:17]=2)=[C:5]([C:7]2[O:8][CH:9]=[CH:10][CH:11]=2)[N:6]=1.[C:20]([OH:28])(=O)[C:21]1[CH:26]=[CH:25][N:24]=[CH:23][CH:22]=1.C1CN([P+](ON2N=[N:53][C:48]3C=CC=CC2=3)(N2CCCC2)N2CCCC2)CC1.F[P-](F)(F)(F)(F)F.[CH2:62]([N:64]([CH2:67][CH3:68])[CH2:65][CH3:66])C.CN([CH:72]=[O:73])C. (2) Given the product [F:13][C:14]1[CH:15]=[C:16]2[C:20](=[CH:21][CH:22]=1)[NH:19][C:18](=[O:23])[C:17]2=[CH:5][C:4]1[CH:3]=[C:2]([CH3:1])[C:9]([O:10][CH3:11])=[C:8]([CH3:12])[CH:7]=1, predict the reactants needed to synthesize it. The reactants are: [CH3:1][C:2]1[CH:3]=[C:4]([CH:7]=[C:8]([CH3:12])[C:9]=1[O:10][CH3:11])[CH:5]=O.[F:13][C:14]1[CH:15]=[C:16]2[C:20](=[CH:21][CH:22]=1)[NH:19][C:18](=[O:23])[CH2:17]2. (3) The reactants are: Cl.C(OC([N:9]1[CH2:23][C:12]2=[C:13]3[N:18]([N:19]=[C:11]2[CH2:10]1)[C:17]([CH3:20])=[C:16]([Cl:21])[C:15]([CH3:22])=[N:14]3)=O)(C)(C)C.CC(OC)(C)C. Given the product [ClH:21].[Cl:21][C:16]1[C:15]([CH3:22])=[N:14][C:13]2[N:18]([N:19]=[C:11]3[CH2:10][NH:9][CH2:23][C:12]3=2)[C:17]=1[CH3:20], predict the reactants needed to synthesize it. (4) Given the product [CH:1]1([O:6][C:7]2[CH:8]=[C:9]([C:15]3[CH2:19][C:18]([C:20]4[S:27][CH2:26][CH2:25][N:21]=4)([CH3:22])[O:17][N:16]=3)[CH:10]=[CH:11][C:12]=2[O:13][CH3:14])[CH2:2][CH2:3][CH2:4][CH2:5]1, predict the reactants needed to synthesize it. The reactants are: [CH:1]1([O:6][C:7]2[CH:8]=[C:9]([C:15]3[CH2:19][C:18]([CH3:22])([C:20]#[N:21])[O:17][N:16]=3)[CH:10]=[CH:11][C:12]=2[O:13][CH3:14])[CH2:5][CH2:4][CH2:3][CH2:2]1.Cl.N[CH2:25][CH2:26][SH:27].C(N(CC)CC)C. (5) Given the product [Cl:1][C:2]1[CH:7]=[CH:6][C:5]([C:8]([F:11])([F:10])[F:9])=[CH:4][C:3]=1[NH:12][N:13]=[CH:17][C:16]1[CH:19]=[CH:20][C:21]([OH:23])=[CH:22][C:15]=1[OH:14], predict the reactants needed to synthesize it. The reactants are: [Cl:1][C:2]1[CH:7]=[CH:6][C:5]([C:8]([F:11])([F:10])[F:9])=[CH:4][C:3]=1[NH:12][NH2:13].[OH:14][C:15]1[CH:22]=[C:21]([OH:23])[CH:20]=[CH:19][C:16]=1[CH:17]=O.